Dataset: Catalyst prediction with 721,799 reactions and 888 catalyst types from USPTO. Task: Predict which catalyst facilitates the given reaction. (1) Reactant: C(NC(C)C)(C)C.C([Li])CCC.[CH:13]1([C:23]([O:25][CH3:26])=[O:24])[CH2:18][CH2:17][CH:16]([C:19]([O:21][CH3:22])=[O:20])[CH2:15][CH2:14]1.CN(C)P(N(C)C)(N(C)C)=O.C(NC(C)C)(C)C.[Li].Br[CH2:47][CH2:48][Cl:49].Cl. Product: [Cl:49][CH2:48][CH2:47][C:16]1([C:19]([O:21][CH3:22])=[O:20])[CH2:15][CH2:14][CH:13]([C:23]([O:25][CH3:26])=[O:24])[CH2:18][CH2:17]1. The catalyst class is: 1. (2) Reactant: [C:1]([C:5]1[CH:10]=[CH:9][C:8]([NH:11][C:12]2[CH:20]=[CH:19][CH:18]=[C:14]([C:15](O)=[O:16])[C:13]=2[C:21]([OH:23])=O)=[CH:7][CH:6]=1)([CH3:4])([CH3:3])[CH3:2].Cl.[NH2:25][CH:26]1[CH2:32][CH2:31][C:30](=[O:33])[NH:29][C:27]1=[O:28]. Product: [C:1]([C:5]1[CH:10]=[CH:9][C:8]([NH:11][C:12]2[CH:20]=[CH:19][CH:18]=[C:14]3[C:13]=2[C:21](=[O:23])[N:25]([CH:26]2[CH2:32][CH2:31][C:30](=[O:33])[NH:29][C:27]2=[O:28])[C:15]3=[O:16])=[CH:7][CH:6]=1)([CH3:4])([CH3:3])[CH3:2]. The catalyst class is: 17. (3) Reactant: C(OC([NH:8][C:9]1[O:17][C:16]2[C:11](=[N:12][CH:13]=[C:14]([CH:18]3[CH2:23][CH2:22][O:21][CH2:20][CH2:19]3)[CH:15]=2)[C:10]=1[C:24]([NH:26][C:27]1[CH:28]=[N:29][N:30]([CH3:50])[C:31]=1[N:32]1[CH2:37][C@H:36]([C:38]([F:41])([F:40])[F:39])[CH2:35][C@H:34]([NH:42]C(=O)OC(C)(C)C)[CH2:33]1)=[O:25])=O)(C)(C)C.C(O)(C(F)(F)F)=O. Product: [NH2:8][C:9]1[O:17][C:16]2[C:11](=[N:12][CH:13]=[C:14]([CH:18]3[CH2:23][CH2:22][O:21][CH2:20][CH2:19]3)[CH:15]=2)[C:10]=1[C:24]([NH:26][C:27]1[CH:28]=[N:29][N:30]([CH3:50])[C:31]=1[N:32]1[CH2:37][C@H:36]([C:38]([F:40])([F:41])[F:39])[CH2:35][C@H:34]([NH2:42])[CH2:33]1)=[O:25]. The catalyst class is: 2. (4) Reactant: Br[CH2:2][C:3]1[CH:8]=[CH:7][CH:6]=[C:5]([C:9]([F:12])([F:11])[F:10])[CH:4]=1.[C-:13]#[N:14].[K+]. The catalyst class is: 40. Product: [F:10][C:9]([F:12])([F:11])[C:5]1[CH:4]=[C:3]([CH2:2][C:13]#[N:14])[CH:8]=[CH:7][CH:6]=1. (5) Reactant: [CH:1]([C:3]1[N:7]2[CH:8]=[C:9]([N:22]3[CH:27]=[CH:26][CH:25]=[CH:24][C:23]3=[O:28])[CH:10]=[C:11]([O:12]CC3C=CC(OC)=CC=3)[C:6]2=[N:5][C:4]=1[CH3:29])=[CH2:2].[F:30][C:31]([F:36])([F:35])[C:32]([OH:34])=[O:33]. Product: [F:30][C:31]([F:36])([F:35])[C:32]([OH:34])=[O:33].[CH:1]([C:3]1[N:7]2[CH:8]=[C:9]([N:22]3[CH:27]=[CH:26][CH:25]=[CH:24][C:23]3=[O:28])[CH:10]=[C:11]([OH:12])[C:6]2=[N:5][C:4]=1[CH3:29])=[CH2:2]. The catalyst class is: 4. (6) Reactant: [CH2:1]([O:3][CH2:4][CH2:5][OH:6])[CH3:2].[H-].[Na+].Cl[C:10]1[CH:38]=[CH:37][C:13]([C:14]([NH:16][CH2:17][CH2:18][NH:19][C:20]([C:22]2[C:23]([C:33]([F:36])([F:35])[F:34])=[N:24][N:25]([C:27]3[CH:32]=[CH:31][CH:30]=[CH:29][CH:28]=3)[CH:26]=2)=[O:21])=[O:15])=[CH:12][N:11]=1. Product: [CH2:1]([O:3][CH2:4][CH2:5][O:6][C:10]1[CH:38]=[CH:37][C:13]([C:14]([NH:16][CH2:17][CH2:18][NH:19][C:20]([C:22]2[C:23]([C:33]([F:36])([F:34])[F:35])=[N:24][N:25]([C:27]3[CH:32]=[CH:31][CH:30]=[CH:29][CH:28]=3)[CH:26]=2)=[O:21])=[O:15])=[CH:12][N:11]=1)[CH3:2]. The catalyst class is: 1. (7) Reactant: [C:1]([C:5]1[CH:6]=[C:7]([N+:17]([O-])=O)[C:8]([O:15][CH3:16])=[C:9]([CH:14]=1)[C:10]([O:12][CH3:13])=[O:11])([CH3:4])([CH3:3])[CH3:2].[H][H]. Product: [NH2:17][C:7]1[C:8]([O:15][CH3:16])=[C:9]([CH:14]=[C:5]([C:1]([CH3:2])([CH3:4])[CH3:3])[CH:6]=1)[C:10]([O:12][CH3:13])=[O:11]. The catalyst class is: 19. (8) Reactant: [F:1][C:2]([F:16])([F:15])[C:3]([C:5]1[C:13]2[C:8](=[CH:9][C:10]([CH3:14])=[CH:11][CH:12]=2)[NH:7][CH:6]=1)=[O:4].C(=O)([O-])[O-].[K+].[K+].I[CH:24]([CH3:26])[CH3:25]. Product: [F:16][C:2]([F:1])([F:15])[C:3]([C:5]1[C:13]2[C:8](=[CH:9][C:10]([CH3:14])=[CH:11][CH:12]=2)[N:7]([CH:24]([CH3:26])[CH3:25])[CH:6]=1)=[O:4]. The catalyst class is: 9. (9) Reactant: [C:1](N1C=CN=C1)(N1C=CN=C1)=[O:2].[CH3:13][O:14][C:15]1[CH:43]=[C:42]([O:44][CH3:45])[CH:41]=[CH:40][C:16]=1[CH:17]=[N:18][C:19]1[C:24]([CH2:25][NH:26][CH:27]2[CH2:32][CH2:31][N:30]([C:33]([O:35][C:36]([CH3:39])([CH3:38])[CH3:37])=[O:34])[CH2:29][CH2:28]2)=[CH:23][CH:22]=[CH:21][N:20]=1. Product: [CH3:13][O:14][C:15]1[CH:43]=[C:42]([O:44][CH3:45])[CH:41]=[CH:40][C:16]=1[CH2:17][N:18]1[C:19]2[N:20]=[CH:21][CH:22]=[CH:23][C:24]=2[CH2:25][N:26]([CH:27]2[CH2:32][CH2:31][N:30]([C:33]([O:35][C:36]([CH3:39])([CH3:38])[CH3:37])=[O:34])[CH2:29][CH2:28]2)[C:1]1=[O:2]. The catalyst class is: 35. (10) Reactant: [CH3:1][C:2]1([CH3:14])[C:6]([CH3:8])([CH3:7])[O:5][B:4]([C:9]2[CH:10]=[N:11][NH:12][CH:13]=2)[O:3]1.[F:15][C:16]1[C:36]([C:37]([F:40])([F:39])[F:38])=[N:35][CH:34]=[CH:33][C:17]=1[C:18]([N:20]1[CH2:25][CH2:24][CH:23]([N:26]2[CH2:29][C:28](=[CH:30][C:31]#[N:32])[CH2:27]2)[CH2:22][CH2:21]1)=[O:19].N12CCCNC1CCCC=C2. Product: [F:15][C:16]1[C:36]([C:37]([F:38])([F:39])[F:40])=[N:35][CH:34]=[CH:33][C:17]=1[C:18]([N:20]1[CH2:21][CH2:22][CH:23]([N:26]2[CH2:29][C:28]([CH2:30][C:31]#[N:32])([N:12]3[CH:13]=[C:9]([B:4]4[O:5][C:6]([CH3:7])([CH3:8])[C:2]([CH3:14])([CH3:1])[O:3]4)[CH:10]=[N:11]3)[CH2:27]2)[CH2:24][CH2:25]1)=[O:19]. The catalyst class is: 10.